From a dataset of Full USPTO retrosynthesis dataset with 1.9M reactions from patents (1976-2016). Predict the reactants needed to synthesize the given product. (1) Given the product [CH3:6][C:5]1[N:4]=[C:3]([S:10][CH3:11])[NH:2][C:13](=[O:20])[C:14]=1[C:15]([O:17][CH2:18][CH3:19])=[O:16], predict the reactants needed to synthesize it. The reactants are: I.[NH2:2][CH:3]([S:10][CH3:11])/[N:4]=[C:5](/N(C)C)\[CH3:6].Cl[C:13](=[O:20])[CH2:14][C:15]([O:17][CH2:18][CH3:19])=[O:16].C(N(CC)CC)C. (2) Given the product [CH3:20][S:21]([O:12][CH2:11][CH2:10][C:3]1[CH:4]=[CH:5][C:6]([O:8][CH3:9])=[CH:7][C:2]=1[F:1])(=[O:23])=[O:22], predict the reactants needed to synthesize it. The reactants are: [F:1][C:2]1[CH:7]=[C:6]([O:8][CH3:9])[CH:5]=[CH:4][C:3]=1[CH2:10][CH2:11][OH:12].C(N(CC)CC)C.[CH3:20][S:21](Cl)(=[O:23])=[O:22]. (3) Given the product [C:1]1([NH:7][C:8]2[N:16]=[CH:15][CH:14]=[CH:13][C:9]=2[C:10]([O:12][CH3:17])=[O:11])[CH:2]=[CH:3][CH:4]=[CH:5][CH:6]=1, predict the reactants needed to synthesize it. The reactants are: [C:1]1([NH:7][C:8]2[N:16]=[CH:15][CH:14]=[CH:13][C:9]=2[C:10]([OH:12])=[O:11])[CH:6]=[CH:5][CH:4]=[CH:3][CH:2]=1.[CH2:17](N(CC)CC)C.ClCC#N. (4) Given the product [O:1]=[C:2]1[C:11]2([CH2:12][CH2:13][N:14]([CH2:17][C:18]([OH:20])=[O:19])[CH2:15][CH2:16]2)[CH2:10][CH2:9][C:8]2[C:3]1=[CH:4][CH:5]=[CH:6][CH:7]=2, predict the reactants needed to synthesize it. The reactants are: [O:1]=[C:2]1[C:11]2([CH2:16][CH2:15][N:14]([CH2:17][C:18]([O:20]CC)=[O:19])[CH2:13][CH2:12]2)[CH2:10][CH2:9][C:8]2[C:3]1=[CH:4][CH:5]=[CH:6][CH:7]=2.[OH-].[Na+]. (5) Given the product [NH2:15][C:12]1[CH:13]=[CH:14][C:9]([N:7]2[CH2:6][CH2:5][N:4]([C:18]([O:20][C:21]([CH3:23])([CH3:22])[CH3:24])=[O:19])[CH:3]([CH2:1][CH3:2])[CH2:8]2)=[CH:10][CH:11]=1, predict the reactants needed to synthesize it. The reactants are: [CH2:1]([CH:3]1[CH2:8][N:7]([C:9]2[CH:14]=[CH:13][C:12]([N+:15]([O-])=O)=[CH:11][CH:10]=2)[CH2:6][CH2:5][N:4]1[C:18]([O:20][C:21]([CH3:24])([CH3:23])[CH3:22])=[O:19])[CH3:2].